Dataset: Forward reaction prediction with 1.9M reactions from USPTO patents (1976-2016). Task: Predict the product of the given reaction. (1) Given the reactants [F:1][C:2]1[CH:7]=[CH:6][CH:5]=[C:4]([F:8])[C:3]=1[C:9]1[NH:17][C:16]2[CH2:15][CH2:14][N:13]([C:18]3[N:19]=[C:20]([C:24]4[CH:29]=[CH:28][CH:27]=[CH:26][N:25]=4)[S:21][C:22]=3[CH3:23])[C:12](=O)[C:11]=2[CH:10]=1.CO, predict the reaction product. The product is: [F:8][C:4]1[CH:5]=[CH:6][CH:7]=[C:2]([F:1])[C:3]=1[C:9]1[NH:17][C:16]2[CH2:15][CH2:14][N:13]([C:18]3[N:19]=[C:20]([C:24]4[CH:29]=[CH:28][CH:27]=[CH:26][N:25]=4)[S:21][C:22]=3[CH3:23])[CH2:12][C:11]=2[CH:10]=1. (2) Given the reactants [F:1][C:2]1[CH:15]=[CH:14][C:5]([CH2:6][CH:7]2[CH2:13][NH:12][CH2:11][CH2:10][CH2:9][O:8]2)=[CH:4][CH:3]=1.C(N(CC)CC)C.Br[CH2:24][CH2:25][C:26]([OH:28])=[O:27], predict the reaction product. The product is: [F:1][C:2]1[CH:3]=[CH:4][C:5]([CH2:6][CH:7]2[CH2:13][N:12]([CH2:24][CH2:25][C:26]([OH:28])=[O:27])[CH2:11][CH2:10][CH2:9][O:8]2)=[CH:14][CH:15]=1. (3) Given the reactants [Cl-].O[NH3+:3].[C:4](=[O:7])([O-])[OH:5].[Na+].CS(C)=O.[CH:13]1([O:16][C:17]2[CH:22]=[CH:21][C:20]([N:23]3[C:28](=[O:29])[C:27]([CH2:30][C:31]4[CH:36]=[CH:35][C:34]([C:37]5[C:38]([C:43]#[N:44])=[CH:39][CH:40]=[CH:41][CH:42]=5)=[CH:33][CH:32]=4)=[C:26]([CH2:45][CH2:46][CH3:47])[N:25]=[C:24]3[CH3:48])=[CH:19][C:18]=2[F:49])[CH2:15][CH2:14]1, predict the reaction product. The product is: [CH:13]1([O:16][C:17]2[CH:22]=[CH:21][C:20]([N:23]3[C:28](=[O:29])[C:27]([CH2:30][C:31]4[CH:36]=[CH:35][C:34]([C:37]5[CH:42]=[CH:41][CH:40]=[CH:39][C:38]=5[C:43]5[NH:3][C:4](=[O:7])[O:5][N:44]=5)=[CH:33][CH:32]=4)=[C:26]([CH2:45][CH2:46][CH3:47])[N:25]=[C:24]3[CH3:48])=[CH:19][C:18]=2[F:49])[CH2:14][CH2:15]1. (4) Given the reactants Cl[C:2]1[CH:11]=[CH:10][N:9]=[C:8]2[C:3]=1[CH:4]=[CH:5][C:6]([CH3:12])=[N:7]2.[NH2:13][C:14]1[CH:19]=[C:18]([O:20][CH2:21][C:22]2[CH:27]=[CH:26][C:25]([Br:28])=[CH:24][CH:23]=2)[CH:17]=[CH:16][C:15]=1[S:29][C:30]1[CH:35]=[CH:34][C:33]([NH:36][C:37](=[O:39])[CH3:38])=[CH:32][CH:31]=1, predict the reaction product. The product is: [Br:28][C:25]1[CH:26]=[CH:27][C:22]([CH2:21][O:20][C:18]2[CH:17]=[CH:16][C:15]([S:29][C:30]3[CH:35]=[CH:34][C:33]([NH:36][C:37](=[O:39])[CH3:38])=[CH:32][CH:31]=3)=[C:14]([NH:13][C:2]3[C:3]4[C:8](=[N:7][C:6]([CH3:12])=[CH:5][CH:4]=4)[N:9]=[CH:10][CH:11]=3)[CH:19]=2)=[CH:23][CH:24]=1. (5) Given the reactants C(OC(=O)[NH:5][C:6]1[C:11]([F:12])=[CH:10][CH:9]=[C:8]([O:13][C:14]([F:17])([F:16])[F:15])[C:7]=1[C:18]#[C:19][Si](C)(C)C)C.[OH-].[K+], predict the reaction product. The product is: [F:12][C:11]1[CH:10]=[CH:9][C:8]([O:13][C:14]([F:15])([F:16])[F:17])=[C:7]2[C:6]=1[NH:5][CH:19]=[CH:18]2. (6) Given the reactants [CH:1]([C:3]1[NH:4][C:5]2[CH2:6][CH2:7][CH2:8][CH2:9][C:10]=2[C:11]=1[CH:12]([CH3:16])C(O)=O)=O.[Cl:17][C:18]1[C:19]([CH3:28])=[C:20]2[C:24](=[CH:25][CH:26]=1)[NH:23][C:22](=[O:27])[CH2:21]2.N1CCCCC1.[C:35]([OH:38])(=[O:37])C, predict the reaction product. The product is: [Cl:17][C:18]1[C:19]([CH3:28])=[C:20]2[C:24](=[CH:25][CH:26]=1)[NH:23][C:22](=[O:27])[C:21]2=[CH:1][C:3]1[NH:4][C:5]2[CH2:6][CH2:7][CH2:8][CH2:9][C:10]=2[C:11]=1[CH2:12][CH2:16][C:35]([OH:38])=[O:37]. (7) Given the reactants [NH2:1][C:2]1[CH:12]=[CH:11][C:5]([C:6]([O:8][CH2:9][CH3:10])=[O:7])=[CH:4][CH:3]=1.C(N(CC)CC)C.[Cl-].ClC1N(C)CC[NH+]1C.[CH3:29][O:30][C:31]1[C:32](=[O:55])[C:33]([CH3:54])=[C:34]([CH2:40][C:41]2[CH:42]=[CH:43][C:44]([O:50][C:51](=[O:53])[CH3:52])=[C:45]([CH:49]=2)[C:46](O)=[O:47])[C:35](=[O:39])[C:36]=1[O:37][CH3:38], predict the reaction product. The product is: [CH3:29][O:30][C:31]1[C:32](=[O:55])[C:33]([CH3:54])=[C:34]([CH2:40][C:41]2[CH:42]=[CH:43][C:44]([O:50][C:51](=[O:53])[CH3:52])=[C:45]([CH:49]=2)[C:46]([NH:1][C:2]2[CH:3]=[CH:4][C:5]([C:6]([O:8][CH2:9][CH3:10])=[O:7])=[CH:11][CH:12]=2)=[O:47])[C:35](=[O:39])[C:36]=1[O:37][CH3:38].